From a dataset of Peptide-MHC class II binding affinity with 134,281 pairs from IEDB. Regression. Given a peptide amino acid sequence and an MHC pseudo amino acid sequence, predict their binding affinity value. This is MHC class II binding data. (1) The peptide sequence is SWEYWGAQLNAMKPD. The MHC is DRB1_1201 with pseudo-sequence DRB1_1201. The binding affinity (normalized) is 0. (2) The peptide sequence is KNYEHIAAYHFDLSG. The MHC is DRB1_1302 with pseudo-sequence DRB1_1302. The binding affinity (normalized) is 0.119. (3) The peptide sequence is MLHWSLILPGIKAQQ. The MHC is DRB3_0202 with pseudo-sequence DRB3_0202. The binding affinity (normalized) is 0. (4) The peptide sequence is VQNTVEDLKLNTLGR. The MHC is DRB5_0101 with pseudo-sequence DRB5_0101. The binding affinity (normalized) is 0.164. (5) The peptide sequence is EKKYFAATKFEPLAA. The MHC is HLA-DPA10201-DPB10501 with pseudo-sequence HLA-DPA10201-DPB10501. The binding affinity (normalized) is 0.811. (6) The MHC is DRB1_0701 with pseudo-sequence DRB1_0701. The peptide sequence is TPEGIIPALFEPERE. The binding affinity (normalized) is 0.107. (7) The peptide sequence is TKFLTNKLLLFADIN. The MHC is DRB1_0101 with pseudo-sequence DRB1_0101. The binding affinity (normalized) is 1.00. (8) The binding affinity (normalized) is 0.819. The peptide sequence is AAAAAYETAFAAIVP. The MHC is HLA-DPA10301-DPB10402 with pseudo-sequence HLA-DPA10301-DPB10402.